Predict the product of the given reaction. From a dataset of Forward reaction prediction with 1.9M reactions from USPTO patents (1976-2016). (1) Given the reactants [NH2:1][C:2]1[C:9]([Br:10])=[CH:8][CH:7]=[CH:6][C:3]=1[C:4]#[N:5].CS(O)(=O)=O.[CH:16]([N:19]1[CH2:23][C:22](OC)=[CH:21][C:20]1=[O:26])([CH3:18])[CH3:17], predict the reaction product. The product is: [Br:10][C:9]1[C:2]([NH:1][C:22]2[CH2:23][N:19]([CH:16]([CH3:18])[CH3:17])[C:20](=[O:26])[CH:21]=2)=[C:3]([CH:6]=[CH:7][CH:8]=1)[C:4]#[N:5]. (2) Given the reactants [OH:1][C:2]1[CH:7]=[CH:6][C:5]([CH2:8][C:9]([O:11][CH3:12])=[O:10])=[CH:4][C:3]=1[O:13][CH3:14].[CH:15]1(Br)[CH2:18][CH2:17][CH2:16]1.C(=O)([O-])[O-].[Cs+].[Cs+].Cl, predict the reaction product. The product is: [CH:15]1([O:1][C:2]2[CH:7]=[CH:6][C:5]([CH2:8][C:9]([O:11][CH3:12])=[O:10])=[CH:4][C:3]=2[O:13][CH3:14])[CH2:18][CH2:17][CH2:16]1. (3) The product is: [Cl:1][C:2]1[CH:3]=[C:4]([C:12]2[O:16][N:15]=[C:14]([C:17]3[CH:18]=[CH:19][CH:20]=[C:21]4[C:25]=3[N:24]([CH3:26])[CH:23]=[C:22]4[CH2:27][NH:28][CH2:29][CH2:30][C:31]([OH:33])=[O:32])[N:13]=2)[CH:5]=[CH:6][C:7]=1[O:8][CH:9]([CH3:10])[CH3:11]. Given the reactants [Cl:1][C:2]1[CH:3]=[C:4]([C:12]2[O:16][N:15]=[C:14]([C:17]3[CH:18]=[CH:19][CH:20]=[C:21]4[C:25]=3[N:24]([CH3:26])[CH:23]=[C:22]4[CH2:27][NH:28][CH2:29][CH2:30][C:31]([O:33]CC)=[O:32])[N:13]=2)[CH:5]=[CH:6][C:7]=1[O:8][CH:9]([CH3:11])[CH3:10].[OH-].[Na+], predict the reaction product. (4) The product is: [CH3:9][O:8][C:6]([C:5]1[C:4]([N+:13]([O-:15])=[O:14])=[C:3]([CH:12]=[CH:11][CH:10]=1)[CH:1]=[N:16][C:17]1([CH3:30])[CH2:18][CH2:19][N:20]([C:23]([O:25][C:26]([CH3:29])([CH3:28])[CH3:27])=[O:24])[CH2:21][CH2:22]1)=[O:7]. Given the reactants [CH:1]([C:3]1[C:4]([N+:13]([O-:15])=[O:14])=[C:5]([CH:10]=[CH:11][CH:12]=1)[C:6]([O:8][CH3:9])=[O:7])=O.[NH2:16][C:17]1([CH3:30])[CH2:22][CH2:21][N:20]([C:23]([O:25][C:26]([CH3:29])([CH3:28])[CH3:27])=[O:24])[CH2:19][CH2:18]1, predict the reaction product. (5) Given the reactants Cl.[NH2:2][C:3]1[C:12]2[N:13]=[C:14]([CH2:40][CH2:41][O:42][CH3:43])[N:15]([CH2:16][CH2:17][CH2:18][N:19]([CH2:24][C:25]3[CH:26]=[C:27]([CH:36]=[C:37]([F:39])[CH:38]=3)[O:28][CH2:29][C:30]([O:32][CH:33]([CH3:35])[CH3:34])=[O:31])[C:20](=[O:23])[CH2:21]Cl)[C:11]=2[C:10]2[CH:9]=[CH:8][CH:7]=[CH:6][C:5]=2[N:4]=1.[CH2:44]([NH:46][CH2:47][CH3:48])[CH3:45], predict the reaction product. The product is: [NH2:2][C:3]1[C:12]2[N:13]=[C:14]([CH2:40][CH2:41][O:42][CH3:43])[N:15]([CH2:16][CH2:17][CH2:18][N:19]([CH2:24][C:25]3[CH:26]=[C:27]([CH:36]=[C:37]([F:39])[CH:38]=3)[O:28][CH2:29][C:30]([O:32][CH:33]([CH3:35])[CH3:34])=[O:31])[C:20](=[O:23])[CH2:21][N:46]([CH2:47][CH3:48])[CH2:44][CH3:45])[C:11]=2[C:10]2[CH:9]=[CH:8][CH:7]=[CH:6][C:5]=2[N:4]=1. (6) Given the reactants [F:1][C:2]1[CH:8]=[C:7]([I:9])[CH:6]=[CH:5][C:3]=1[NH2:4].F[C:11]1[C:12]([C:18]#[N:19])=[N:13][CH:14]=[C:15]([F:17])[CH:16]=1.[Li+].C[Si]([N-][Si](C)(C)C)(C)C, predict the reaction product. The product is: [F:17][C:15]1[CH:16]=[C:11]([NH:4][C:3]2[CH:5]=[CH:6][C:7]([I:9])=[CH:8][C:2]=2[F:1])[C:12]([C:18]#[N:19])=[N:13][CH:14]=1. (7) Given the reactants [Br:1][C:2]1[C:3]([NH:9][CH2:10][CH2:11][NH:12][S:13]([C:16]2[S:17][CH:18]=[C:19]([N+:21]([O-])=O)[CH:20]=2)(=[O:15])=[O:14])=[N:4][C:5]([Cl:8])=[N:6][CH:7]=1.BrC1C(NCCNS(C2SC([N+]([O-])=O)=CC=2)(=O)=O)=NC(Cl)=NC=1.[OH-].[Na+], predict the reaction product. The product is: [Br:1][C:2]1[C:3]([NH:9][CH2:10][CH2:11][NH:12][S:13]([C:16]2[S:17][CH:18]=[C:19]([NH2:21])[CH:20]=2)(=[O:14])=[O:15])=[N:4][C:5]([Cl:8])=[N:6][CH:7]=1. (8) Given the reactants [CH3:1][O:2][C:3]1[CH:8]=[C:7]([CH2:9][CH2:10][OH:11])[CH:6]=[C:5]([O:12][CH3:13])[C:4]=1B(O)O.[CH2:17]([O:19][C:20](=[O:41])[C@H:21]([CH2:33][C:34]1[CH:39]=[CH:38][C:37](Br)=[CH:36][CH:35]=1)[NH:22][C:23](=[O:32])[C:24]1[C:29]([Cl:30])=[CH:28][CH:27]=[CH:26][C:25]=1[Cl:31])[CH3:18], predict the reaction product. The product is: [CH2:17]([O:19][C:20](=[O:41])[C@H:21]([CH2:33][C:34]1[CH:39]=[CH:38][C:37]([C:4]2[C:3]([O:2][CH3:1])=[CH:8][C:7]([CH2:9][CH2:10][OH:11])=[CH:6][C:5]=2[O:12][CH3:13])=[CH:36][CH:35]=1)[NH:22][C:23](=[O:32])[C:24]1[C:25]([Cl:31])=[CH:26][CH:27]=[CH:28][C:29]=1[Cl:30])[CH3:18].